This data is from Forward reaction prediction with 1.9M reactions from USPTO patents (1976-2016). The task is: Predict the product of the given reaction. (1) Given the reactants [O-:1][C:2]#[N:3].[K+].Cl.[CH3:6][O:7][C:8]1[CH:13]=[CH:12][C:11]([NH:14][NH2:15])=[CH:10][CH:9]=1, predict the reaction product. The product is: [CH3:6][O:7][C:8]1[CH:13]=[CH:12][C:11]([NH:14][NH:15][C:2]([NH2:3])=[O:1])=[CH:10][CH:9]=1. (2) Given the reactants [Cl:1][C:2]1[C:7](I)=[N:6][N:5]=[C:4]2[N:9]([CH3:18])[N:10]=[C:11]([C:12]3[CH:17]=[CH:16][CH:15]=[CH:14][CH:13]=3)[C:3]=12.[C:19]1(B2OC(C)(C)C(C)(C)O2)[CH2:23][CH2:22][CH2:21][CH:20]=1.[O-]P([O-])([O-])=O.[K+].[K+].[K+], predict the reaction product. The product is: [Cl:1][C:2]1[C:7]([C:19]2[CH2:23][CH2:22][CH2:21][CH:20]=2)=[N:6][N:5]=[C:4]2[N:9]([CH3:18])[N:10]=[C:11]([C:12]3[CH:17]=[CH:16][CH:15]=[CH:14][CH:13]=3)[C:3]=12. (3) Given the reactants C([O:9][C@H:10]1[C@:14]([F:16])([CH3:15])[C@@H:13]([N:17]2[C:21]3[N:22]=[CH:23][N:24]=[C:25]([NH2:26])[C:20]=3[C:19]([C:27]#[N:28])=[CH:18]2)[O:12][CH:11]1[CH2:29][O:30]C(=O)C1C=CC=CC=1)(=O)C1C=CC=CC=1.N, predict the reaction product. The product is: [NH2:26][C:25]1[C:20]2[C:19]([C:27]#[N:28])=[CH:18][N:17]([C@@H:13]3[C@@:14]([F:16])([CH3:15])[C@H:10]([OH:9])[CH:11]([CH2:29][OH:30])[O:12]3)[C:21]=2[N:22]=[CH:23][N:24]=1. (4) Given the reactants S(=O)(=O)(O)O.[Cl:6][CH2:7][CH2:8][S:9]([C:12]1[CH:17]=[CH:16]C(C)=[CH:14][CH:13]=1)(=[O:11])=[O:10].[C:19]([OH:22])(=[O:21])[CH3:20], predict the reaction product. The product is: [Cl:6][CH2:7][CH2:8][S:9]([C:12]1[CH:17]=[CH:16][C:20]([C:19]([OH:22])=[O:21])=[CH:14][CH:13]=1)(=[O:11])=[O:10]. (5) Given the reactants [CH3:1][O:2][C:3]1[C:12]([NH:13][C:14]([N:16]2[CH2:21][CH2:20][N:19]([C:22]3[CH:27]=[C:26]([CH3:28])[CH:25]=[C:24]([CH3:29])[CH:23]=3)[CH2:18][CH2:17]2)=[O:15])=[CH:11][C:10]2[C:5](=[CH:6][CH:7]=[CH:8][CH:9]=2)[CH:4]=1.[H-].[Na+].[CH3:32]I, predict the reaction product. The product is: [CH3:1][O:2][C:3]1[C:12]([N:13]([CH3:32])[C:14]([N:16]2[CH2:21][CH2:20][N:19]([C:22]3[CH:23]=[C:24]([CH3:29])[CH:25]=[C:26]([CH3:28])[CH:27]=3)[CH2:18][CH2:17]2)=[O:15])=[CH:11][C:10]2[C:5](=[CH:6][CH:7]=[CH:8][CH:9]=2)[CH:4]=1.